This data is from Catalyst prediction with 721,799 reactions and 888 catalyst types from USPTO. The task is: Predict which catalyst facilitates the given reaction. (1) Reactant: Cl[C:2]1[C:11]2[C:6](=[C:7]([O:12][CH3:13])[CH:8]=[CH:9][CH:10]=2)[N:5]=[C:4]([C:14]([F:17])([F:16])[F:15])[CH:3]=1.[H][H]. Product: [CH3:13][O:12][C:7]1[CH:8]=[CH:9][CH:10]=[C:11]2[C:6]=1[NH:5][CH:4]([C:14]([F:17])([F:15])[F:16])[CH2:3][CH2:2]2. The catalyst class is: 178. (2) Reactant: [CH3:1][N:2]([C:9]1[CH:14]=[CH:13][CH:12]=[CH:11][CH:10]=1)[CH2:3][C:4]([O:6]CC)=[O:5].[OH-].[Na+].C(O)(=O)CC(CC(O)=O)(C(O)=O)O. Product: [CH3:1][N:2]([C:9]1[CH:14]=[CH:13][CH:12]=[CH:11][CH:10]=1)[CH2:3][C:4]([OH:6])=[O:5]. The catalyst class is: 5. (3) Reactant: [H-].[Na+].[CH:3]1([NH:8][C:9]2[C:14]([CH:15]=O)=[CH:13][N:12]=[C:11]([S:17][CH3:18])[N:10]=2)[CH2:7][CH2:6][CH2:5][CH2:4]1.[OH2:19].[Na+].[Cl-].C1[CH2:26][O:25][CH2:24][CH2:23]1. Product: [CH:3]1([NH:8][C:9]2[C:14](/[CH:15]=[CH:23]/[C:24]([O:25][CH3:26])=[O:19])=[CH:13][N:12]=[C:11]([S:17][CH3:18])[N:10]=2)[CH2:7][CH2:6][CH2:5][CH2:4]1. The catalyst class is: 13.